The task is: Binary Classification. Given a miRNA mature sequence and a target amino acid sequence, predict their likelihood of interaction.. This data is from Experimentally validated miRNA-target interactions with 360,000+ pairs, plus equal number of negative samples. (1) The miRNA is hsa-miR-376a-2-5p with sequence GGUAGAUUUUCCUUCUAUGGU. The protein sequence of the target gene is MSDETVSRSQFSLKTYAVRVFALPVSWYYSLSQIKFSPVAKKLFMVTAVSAVSVIFLAHHFKRRRGKQKGKVLPWEPEHLLLEHTRRAASEKGSSCSSSRQNLTLSLSSTKEKGSQCCNYPNGGLLSRYSGSAQSLGSVQSVNSCHSCACGNSNSWDKADDDDIRLVNIPVTTPENLYLMGMELFEEALRRWEQALTFRSRQAEDEACSSVKLGAGDAIAEESVDDIISSEFIHKLEALLQRAYRLQEEFEATLGGSDPNSIANDTDKDTDMSLRETMDELGLPDAMNMDSADLFASATE.... Result: 0 (no interaction). (2) The miRNA is hsa-miR-6779-3p with sequence AAGCCCUGUCUCCUCCCAUCU. Result: 0 (no interaction). The protein sequence of the target gene is MACTGPSLPSAFDILGAAGQDKLLYLKHKLKTPRPGCQGQDLLHAMVLLKLGQETEARISLEALKADAVARLVARQWAGVDSTEDPEEPPDVSWAVARLYHLLAEEKLCPASLRDVAYQEAVRTLSSRDDHRLGELQDEARNRCGWDIAGDPGSIRTLQSNLGCLPPSSALPSGTRSLPRPIDGVSDWSQGCSLRSTGSPASLASNLEISQSPTMPFLSLHRSPHGPSKLCDDPQASLVPEPVPGGCQEPEEMSWPPSGEIASPPELPSSPPPGLPEVAPDATSTGLPDTPAAPETSTNY.... (3) The miRNA is hsa-miR-148a-3p with sequence UCAGUGCACUACAGAACUUUGU. The protein sequence of the target gene is MRELAIEIGVRALLFGVFVFTEFLDPFQRVIQPEEIWLYKNPLVQSDNIPTRLMFAISFLTPLAVICVVKIIRRTDKTEIKEAFLAVSLALALNGVCTNTIKLIVGRPRPDFFYRCFPDGVMNSEMHCTGDPDLVSEGRKSFPSIHSSFAFSGLGFTTFYLAGKLHCFTESGRGKSWRLCAAILPLYCAMMIALSRMCDYKHHWQDSFVGGVIGLIFAYICYRQHYPPLANTACHKPYVSLRVPASLKKEERPTADSAPSLPLEGITEGPV. Result: 1 (interaction). (4) The miRNA is hsa-miR-6803-3p with sequence UCCCUCGCCUUCUCACCCUCAG. The protein sequence of the target gene is MDFTEAYSDTCSTVGLAAREGNVKILRKLLKKGRSVDVADNRGWMPIHEAAYHNAVECLQMLIHTDSSENYIKAKTFEGFCALHLAVSQGHWKITQILLEAGADPNETTLEETTPLFLAVESGRIDVLKLLLQHGANVNGSHSMSGWNSLHQASFQGNAETIRLLLKQGADRECQDDFGITPLFVAAQYGKLESMSILISSGANVNCQALDKATPLFIAAQEGHTKCVELLLSSGADPDLYCNEDNWQLPIHAAAQMGHTETLDLLIPRTNRACDTGPDKVSPVYSAVFGGREECLEMLL.... Result: 0 (no interaction). (5) The miRNA is mmu-miR-223-3p with sequence UGUCAGUUUGUCAAAUACCCCA. The protein sequence of the target gene is MGASGRLLRAVIMGAPGSGKGTVSSRITKHFELKHLSSGDLLRQNMLQGTEIGVLAKTFIDQGKLIPDDVMTRLALHELKTLTQCSWLLDGFPRTLPQAEALDKVYQIDTVINLNVPFEVIKQRLTARWIHPASGRVYNIEFNPPKTVGIDDLTGEPLIQREDDKPETVIKRLKAYEAQTEPVLQYYQKKGVLETFSGTETNKIWPHVYSFLQTKVPETTQKASVTP. Result: 1 (interaction). (6) The miRNA is hsa-miR-759 with sequence GCAGAGUGCAAACAAUUUUGAC. The protein sequence of the target gene is MLLFVEVTSKGTGLNPNAKVWQEIPSGNPDGTPVTEPSWHETAATSGSHPEGHTELSEDMCKEYEVMYSPSCETTRNTADVEESADGMILGPEDLSYQLYDVSGESSSAISTEDLKECLKKQLEFCFSRENLSKDLYLISQMDSDQFVPIWTVANMEEIKKLTTNTDLILEVLRSSPMVQVDEKGEKVRPSHKRCIVILREIPETTPVEEVKALFKNENCPKVISCEFAHNSNWYITFQSDTDAQQAFKYLREEVKTFQGKPIMARIKAINTFFAKNGYRLMDSSMYTQPIQTPTQYPSP.... Result: 0 (no interaction).